Dataset: Full USPTO retrosynthesis dataset with 1.9M reactions from patents (1976-2016). Task: Predict the reactants needed to synthesize the given product. Given the product [F:29][C:21]1([F:28])[C@H:22]([OH:27])[C@@H:23]([CH2:25][OH:26])[O:24][C@H:20]1[N:14]1[CH:13]=[CH:12][C:18]([NH:19][C:2]([O:4][CH2:5][CH2:6][CH2:7][CH2:8][CH2:9][CH2:10][CH3:11])=[O:3])=[N:17][C:15]1=[O:16], predict the reactants needed to synthesize it. The reactants are: Cl[C:2]([O:4][CH2:5][CH2:6][CH2:7][CH2:8][CH2:9][CH2:10][CH3:11])=[O:3].[CH:12]1[C:18]([NH2:19])=[N:17][C:15](=[O:16])[N:14]([C@@H:20]2[O:24][C@H:23]([CH2:25][OH:26])[C@@H:22]([OH:27])[C:21]2([F:29])[F:28])[CH:13]=1.Cl.